Task: Predict the product of the given reaction.. Dataset: Forward reaction prediction with 1.9M reactions from USPTO patents (1976-2016) (1) Given the reactants [CH3:1][C:2](=[CH2:17])[CH2:3][O:4][C@H:5]([C@@H:8]([O:12][CH2:13][C:14]([CH3:16])=[CH2:15])[C@@H:9]([OH:11])[CH3:10])[CH2:6][OH:7].[N@:18]1([C:25]([O:27][CH2:28][C:29]2[CH:34]=[CH:33][CH:32]=[CH:31][CH:30]=2)=[O:26])[CH2:20][CH:19]1[C:21]([O:23][CH3:24])=[O:22].B(F)(F)F.CCOCC, predict the reaction product. The product is: [CH2:28]([O:27][C:25]([NH:18][C@@H:19]([CH2:20][O:7][CH2:6][C@H:5]([O:4][CH2:3][C:2]([CH3:1])=[CH2:17])[C@@H:8]([O:12][CH2:13][C:14]([CH3:16])=[CH2:15])[C@@H:9]([OH:11])[CH3:10])[C:21]([O:23][CH3:24])=[O:22])=[O:26])[C:29]1[CH:30]=[CH:31][CH:32]=[CH:33][CH:34]=1.[CH2:28]([O:27][C:25]([NH:18][C@@H:19]([CH2:20][O:11][C@H:9]([C@H:8]([O:12][CH2:13][C:14]([CH3:16])=[CH2:15])[C@@H:5]([O:4][CH2:3][C:2]([CH3:1])=[CH2:17])[CH2:6][OH:7])[CH3:10])[C:21]([O:23][CH3:24])=[O:22])=[O:26])[C:29]1[CH:30]=[CH:31][CH:32]=[CH:33][CH:34]=1. (2) Given the reactants I[C:2]1[CH:7]=[CH:6][CH:5]=[C:4](I)[CH:3]=1.[NH:9]1[C:13]2[CH:14]=CC=C[C:12]=2[N:11]=[CH:10]1.[N:18]1[C:31]2[C:22](=[CH:23][CH:24]=[C:25]3[C:30]=2[N:29]=[CH:28][CH:27]=[CH:26]3)C=C[CH:19]=1.C(=O)([O-])[O-].[Cs+].[Cs+], predict the reaction product. The product is: [N:9]1([C:13]2[CH:14]=[CH:26][CH:27]=[C:28]([N:29]3[C:30]4[CH:25]=[CH:24][CH:23]=[CH:22][C:31]=4[N:18]=[CH:19]3)[CH:12]=2)[C:3]2[CH:4]=[CH:5][CH:6]=[CH:7][C:2]=2[N:11]=[CH:10]1. (3) Given the reactants [Br:1][C:2]1[CH:3]=[N:4][C:5]2[N:6]([N:8]=[C:9]([C:11]([OH:13])=O)[CH:10]=2)[CH:7]=1.[CH3:14][CH:15]1[C:20]2[CH:21]=[C:22]([C:24]([F:27])([F:26])[F:25])[S:23][C:19]=2[CH2:18][CH2:17][NH:16]1, predict the reaction product. The product is: [Br:1][C:2]1[CH:3]=[N:4][C:5]2[N:6]([N:8]=[C:9]([C:11]([N:16]3[CH2:17][CH2:18][C:19]4[S:23][C:22]([C:24]([F:25])([F:27])[F:26])=[CH:21][C:20]=4[CH:15]3[CH3:14])=[O:13])[CH:10]=2)[CH:7]=1. (4) The product is: [CH2:17]([O:16][C:14]([N:11]1[CH2:12][CH2:13][NH:8][CH2:9][CH2:10]1)=[O:15])[CH2:18][CH3:19]. Given the reactants C(OC([N:8]1[CH2:13][CH2:12][N:11]([C:14]([O:16][CH2:17][CH2:18][CH3:19])=[O:15])[CH2:10][CH2:9]1)=O)(C)(C)C.C(O)(C(F)(F)F)=O, predict the reaction product. (5) The product is: [CH3:22][O:21][C:15]1[CH:14]=[C:13]([CH:18]=[CH:17][C:16]=1[O:19][CH3:20])[C:23]([C:25]1[CH:30]=[CH:29][N:28]=[CH:27][CH:26]=1)=[O:31]. Given the reactants CCCCCC.C([Li])CCC.Br[C:13]1[CH:14]=[C:15]([O:21][CH3:22])[C:16]([O:19][CH3:20])=[CH:17][CH:18]=1.[C:23]([C:25]1[CH:30]=[CH:29][N:28]=[CH:27][CH:26]=1)#N.[O:31]1CCCC1, predict the reaction product. (6) The product is: [CH3:14][O:15][C:16](=[O:32])[CH:17]([CH:25]([N:10]1[C:11]2[C:7](=[CH:6][CH:5]=[CH:4][C:3]=2[O:2][CH3:1])[CH:8]=[CH:9]1)[C:26]1[CH:27]=[N:28][CH:29]=[CH:30][CH:31]=1)[C:18]([O:20][C:21]([CH3:23])([CH3:24])[CH3:22])=[O:19]. Given the reactants [CH3:1][O:2][C:3]1[CH:4]=[CH:5][CH:6]=[C:7]2[C:11]=1[NH:10][CH:9]=[CH:8]2.[H-].[Na+].[CH3:14][O:15][C:16](=[O:32])[C:17](=[CH:25][C:26]1[CH:27]=[N:28][CH:29]=[CH:30][CH:31]=1)[C:18]([O:20][C:21]([CH3:24])([CH3:23])[CH3:22])=[O:19], predict the reaction product. (7) Given the reactants [Br:1][C:2]1[CH:7]=[CH:6][CH:5]=[CH:4][C:3]=1[S:8]([N:11]1[C:19]2[C:14](=[CH:15][CH:16]=[CH:17][CH:18]=2)[C:13]([C:20]([N:22]2[CH2:27][CH2:26][N:25]([CH3:28])[CH2:24][CH2:23]2)=O)=[CH:12]1)(=[O:10])=[O:9].[H-].[H-].[H-].[H-].[Li+].[Al+3], predict the reaction product. The product is: [Br:1][C:2]1[CH:7]=[CH:6][CH:5]=[CH:4][C:3]=1[S:8]([N:11]1[C:19]2[C:14](=[CH:15][CH:16]=[CH:17][CH:18]=2)[C:13]([CH2:20][N:22]2[CH2:23][CH2:24][N:25]([CH3:28])[CH2:26][CH2:27]2)=[CH:12]1)(=[O:10])=[O:9]. (8) Given the reactants [CH:1]1([OH:6])[CH2:5][CH:4]=[CH:3][CH2:2]1.[H-].[Na+].Cl[CH2:10][C:11]1[CH:16]=[CH:15][C:14]([O:17][CH3:18])=[CH:13][CH:12]=1, predict the reaction product. The product is: [CH:1]1([O:6][CH2:10][C:11]2[CH:16]=[CH:15][C:14]([O:17][CH3:18])=[CH:13][CH:12]=2)[CH2:5][CH:4]=[CH:3][CH2:2]1. (9) Given the reactants Br[C:2]1[CH:6]=[C:5]([C:7]#[C:8][CH:9]([CH3:11])[CH3:10])[S:4][C:3]=1[C:12]([O:14][CH3:15])=[O:13].[NH2:16][CH:17]1[CH2:22][CH2:21][N:20]([C:23]([O:25][C:26]([CH3:29])([CH3:28])[CH3:27])=[O:24])[CH2:19][CH2:18]1.N1C=CC=CC=1.[CH3:36][CH:37]1[CH2:42][CH2:41][CH:40]([C:43](Cl)=[O:44])[CH2:39][CH2:38]1, predict the reaction product. The product is: [CH3:36][C@H:37]1[CH2:42][CH2:41][C@H:40]([C:43]([N:16]([CH:17]2[CH2:18][CH2:19][N:20]([C:23]([O:25][C:26]([CH3:29])([CH3:28])[CH3:27])=[O:24])[CH2:21][CH2:22]2)[C:2]2[CH:6]=[C:5]([C:7]#[C:8][CH:9]([CH3:11])[CH3:10])[S:4][C:3]=2[C:12]([O:14][CH3:15])=[O:13])=[O:44])[CH2:39][CH2:38]1.